This data is from Full USPTO retrosynthesis dataset with 1.9M reactions from patents (1976-2016). The task is: Predict the reactants needed to synthesize the given product. (1) Given the product [CH3:14][CH2:15][C:16]1[C:25]2[CH2:26][N:27]3[C:32](=[O:33])[C:31]4[CH2:34][O:35][C:36]([C@:38]([OH:41])([CH2:39][CH3:40])[C:30]=4[CH:29]=[C:28]3[C:24]=2[N:23]=[C:22]2[C:17]=1[CH:18]=[C:19]([OH:42])[CH:20]=[CH:21]2)=[O:37], predict the reactants needed to synthesize it. The reactants are: CC(OC1C([N+]([O-])=O)=CC=CC=1)=O.[CH3:14][CH2:15][C:16]1[C:25]2[CH2:26][N:27]3[C:32](=[O:33])[C:31]4[CH2:34][O:35][C:36]([C@:38]([OH:41])([CH2:39][CH3:40])[C:30]=4[CH:29]=[C:28]3[C:24]=2[N:23]=[C:22]2[C:17]=1[CH:18]=[C:19]([O:42]C(N1CCC(N3CCCCC3)CC1)=O)[CH:20]=[CH:21]2)=[O:37].C1N(CCO)CCN(CCS(O)(=O)=O)C1. (2) Given the product [N+:11]([C:6]1[CH:7]=[C:8]2[CH2:9][N:18]([CH:16]3[CH2:17][O:14][CH2:15]3)[CH2:2][CH2:3][N:4]2[N:5]=1)([O-:13])=[O:12], predict the reactants needed to synthesize it. The reactants are: Br[CH2:2][CH2:3][N:4]1[C:8]([CH2:9]Br)=[CH:7][C:6]([N+:11]([O-:13])=[O:12])=[N:5]1.[O:14]1[CH2:17][CH:16]([NH2:18])[CH2:15]1.CCN(C(C)C)C(C)C. (3) The reactants are: [CH2:1]([C@H:3]1[CH2:8][N:7]([CH:9]2[CH2:12][O:11][CH2:10]2)[CH2:6][CH2:5][N:4]1[C:13]1[CH:14]=[CH:15][C:16]([NH:19][C:20]2[C:21](=[O:36])[N:22]([CH3:35])[CH:23]=[C:24](B3OC(C)(C)C(C)(C)O3)[CH:25]=2)=[N:17][CH:18]=1)[CH3:2].Cl[C:38]1[C:43]([CH:44]=[O:45])=[C:42]([N:46]2[CH2:58][CH2:57][C:56]3[N:55]4[C:50]([CH2:51][CH2:52][CH2:53][CH2:54]4)=[CH:49][C:48]=3[C:47]2=[O:59])[N:41]=[CH:40][CH:39]=1.[O-]P([O-])([O-])=O.[K+].[K+].[K+].C([O-])(=O)C.[Na+]. Given the product [CH2:1]([CH:3]1[CH2:8][N:7]([CH:9]2[CH2:10][O:11][CH2:12]2)[CH2:6][CH2:5][N:4]1[C:13]1[CH:14]=[CH:15][C:16]([NH:19][C:20]2[C:21](=[O:36])[N:22]([CH3:35])[CH:23]=[C:24]([C:38]3[C:43]([CH:44]=[O:45])=[C:42]([N:46]4[CH2:58][CH2:57][C:56]5[N:55]6[C:50]([CH2:51][CH2:52][CH2:53][CH2:54]6)=[CH:49][C:48]=5[C:47]4=[O:59])[N:41]=[CH:40][CH:39]=3)[CH:25]=2)=[N:17][CH:18]=1)[CH3:2], predict the reactants needed to synthesize it. (4) Given the product [Cl:1][C:2]1[CH:7]=[CH:6][C:5]([CH2:8][CH2:9][C:10]2[C:15]([F:16])=[CH:14][C:13]([F:17])=[CH:12][C:11]=2[F:18])=[CH:4][C:3]=1[NH:19][NH:20][C:21]([O:23][CH3:24])=[O:22], predict the reactants needed to synthesize it. The reactants are: [Cl:1][C:2]1[CH:7]=[CH:6][C:5]([C:8]#[C:9][C:10]2[C:15]([F:16])=[CH:14][C:13]([F:17])=[CH:12][C:11]=2[F:18])=[CH:4][C:3]=1[NH:19][NH:20][C:21]([O:23][CH3:24])=[O:22].[H][H]. (5) Given the product [Cl:19][C:20]1[N:25]=[CH:24][C:23]([NH:26][C:16]([C:9]2[O:8][C:7]([C:1]3[CH:2]=[CH:3][CH:4]=[CH:5][CH:6]=3)=[N:11][C:10]=2[C:12]([F:13])([F:14])[F:15])=[O:18])=[CH:22][CH:21]=1, predict the reactants needed to synthesize it. The reactants are: [C:1]1([C:7]2[O:8][C:9]([C:16]([OH:18])=O)=[C:10]([C:12]([F:15])([F:14])[F:13])[N:11]=2)[CH:6]=[CH:5][CH:4]=[CH:3][CH:2]=1.[Cl:19][C:20]1[N:25]=[CH:24][C:23]([NH2:26])=[CH:22][CH:21]=1.C1C=CC2N(O)N=NC=2C=1.C(Cl)CCl. (6) Given the product [I:16][C:11]1[CH:12]=[CH:13][CH:14]=[C:9]([C:3]2[C:2]([Cl:1])=[CH:7][CH:6]=[CH:5][C:4]=2[Cl:8])[C:10]=1[OH:15], predict the reactants needed to synthesize it. The reactants are: [Cl:1][C:2]1[CH:7]=[CH:6][CH:5]=[C:4]([Cl:8])[C:3]=1[C:9]1[C:10]([OH:15])=[CH:11][CH:12]=[CH:13][CH:14]=1.[I:16]I. (7) Given the product [C:1]1([S:7]([C:10]2[CH:22]=[CH:21][C:13]3[N:14]([C:18]([NH:29][C:28]([NH2:30])=[NH:27])=[O:19])[CH2:15][CH2:16][O:17][C:12]=3[CH:11]=2)(=[O:9])=[O:8])[CH:6]=[CH:5][CH:4]=[CH:3][CH:2]=1, predict the reactants needed to synthesize it. The reactants are: [C:1]1([S:7]([C:10]2[CH:22]=[CH:21][C:13]3[N:14]([C:18](Cl)=[O:19])[CH2:15][CH2:16][O:17][C:12]=3[CH:11]=2)(=[O:9])=[O:8])[CH:6]=[CH:5][CH:4]=[CH:3][CH:2]=1.C(=O)(O)O.[NH2:27][C:28]([NH2:30])=[NH:29].C(N(CC)C(C)C)(C)C. (8) Given the product [C:1]([OH:31])(=[O:30])[C:2]1[C:3](=[CH:15][C:16](=[CH:28][CH:29]=1)[C:17]([OH:19])=[O:18])[C:4]([OH:6])=[O:5], predict the reactants needed to synthesize it. The reactants are: [C:1]([O:31]CCCCCCCC)(=[O:30])[C:2]1[C:3](=[CH:15][C:16](=[CH:28][CH:29]=1)[C:17]([O:19]CCCCCCCC)=[O:18])[C:4]([O:6]CCCCCCCC)=[O:5]. (9) Given the product [F:29][C:2]1[CH:11]=[CH:10][CH:9]=[C:8]2[C:3]=1[CH:4]=[CH:5][CH:6]=[N:7]2, predict the reactants needed to synthesize it. The reactants are: N[C:2]1[CH:11]=[CH:10][CH:9]=[C:8]2[C:3]=1[CH:4]=[CH:5][CH:6]=[N:7]2.N([O-])=O.[Na+].C(OCC)(=O)C.C(OCC)C.[H+].[B-](F)(F)(F)[F:29]. (10) Given the product [CH2:43]([O:42][C:39](=[O:41])[CH2:40][N:26]1[CH2:27][CH2:28][CH2:29][C@H:24]([NH:23][C:21]([C:17]2[N:13]3[CH:14]=[CH:15][CH:16]=[C:11]([O:10][CH2:9][CH:3]4[CH2:8][CH2:7][CH2:6][CH2:5][CH2:4]4)[C:12]3=[N:19][C:18]=2[CH3:20])=[O:22])[CH2:25]1)[CH3:44], predict the reactants needed to synthesize it. The reactants are: Cl.Cl.[CH:3]1([CH2:9][O:10][C:11]2[C:12]3[N:13]([C:17]([C:21]([NH:23][C@H:24]4[CH2:29][CH2:28][CH2:27][NH:26][CH2:25]4)=[O:22])=[C:18]([CH3:20])[N:19]=3)[CH:14]=[CH:15][CH:16]=2)[CH2:8][CH2:7][CH2:6][CH2:5][CH2:4]1.C(=O)([O-])[O-].[K+].[K+].C(#N)C.[C:39]([O:42][CH2:43][CH2:44]Br)(=[O:41])[CH3:40].